Dataset: Reaction yield outcomes from USPTO patents with 853,638 reactions. Task: Predict the reaction yield, written as a fraction of the theoretical maximum amount of product (1.0 means a 100% yield; for example, 0.34 means a 34% yield). (1) The reactants are [Cl:1][C:2]1[CH:7]=[CH:6][C:5]([C@@:8]2([OH:34])[CH2:13][CH2:12][N:11]([C:14](=[O:31])[C@H:15]([NH:19][C:20]([C@@H:22]3[CH2:30][CH2:29][C:24]4([NH:28][CH2:27][CH2:26][CH2:25]4)[CH2:23]3)=[O:21])[CH:16]([CH3:18])[CH3:17])[CH2:10][C:9]2([CH3:33])[CH3:32])=[CH:4][CH:3]=1.C(N(CC)CC)C.[C:42](OC(=O)C)(=[O:44])[CH3:43].C(O)(C(F)(F)F)=O. The catalyst is ClCCl.O.CO. The product is [C:42]([N:28]1[C:24]2([CH2:29][CH2:30][C@@H:22]([C:20]([NH:19][C@H:15]([CH:16]([CH3:18])[CH3:17])[C:14]([N:11]3[CH2:12][CH2:13][C@@:8]([C:5]4[CH:6]=[CH:7][C:2]([Cl:1])=[CH:3][CH:4]=4)([OH:34])[C:9]([CH3:32])([CH3:33])[CH2:10]3)=[O:31])=[O:21])[CH2:23]2)[CH2:25][CH2:26][CH2:27]1)(=[O:44])[CH3:43]. The yield is 0.425. (2) The reactants are [CH:1]1([CH:7]([NH:18][C:19]2[CH:24]=[CH:23][C:22]([C:25]([NH:27][CH2:28][CH2:29][C:30]([O:32]CC)=[O:31])=[O:26])=[CH:21][CH:20]=2)[C:8]2[S:16][C:11]3=[CH:12][N:13]=[CH:14][CH:15]=[C:10]3[C:9]=2[CH3:17])[CH2:6][CH2:5][CH2:4][CH2:3][CH2:2]1.O1CCCC1.[OH-].[Na+]. The catalyst is C(O)C. The product is [CH:1]1([CH:7]([NH:18][C:19]2[CH:20]=[CH:21][C:22]([C:25]([NH:27][CH2:28][CH2:29][C:30]([OH:32])=[O:31])=[O:26])=[CH:23][CH:24]=2)[C:8]2[S:16][C:11]3=[CH:12][N:13]=[CH:14][CH:15]=[C:10]3[C:9]=2[CH3:17])[CH2:6][CH2:5][CH2:4][CH2:3][CH2:2]1. The yield is 0.860. (3) The reactants are [CH3:1][C:2]1([CH3:10])[CH:8]2[CH2:9][CH:3]1[CH2:4][CH2:5][C:6]2=[CH2:7].[K]. The catalyst is [Fe]. The product is [CH3:7][C:6]1[CH:5]=[CH:4][C:3]([CH:2]([CH3:10])[CH3:1])=[CH:9][CH:8]=1. The yield is 0.900. (4) The product is [NH2:15][C:4]1[C:3]([OH:18])=[C:2]([Cl:1])[CH:13]=[C:12]([Cl:14])[C:5]=1[C:6]([NH:8][CH:9]1[CH2:11][CH2:10]1)=[O:7]. The yield is 0.930. The reactants are [Cl:1][C:2]1[CH:13]=[C:12]([Cl:14])[C:5]([C:6]([NH:8][CH:9]2[CH2:11][CH2:10]2)=[O:7])=[C:4]([N+:15]([O-])=O)[C:3]=1[OH:18].O.[Sn](Cl)Cl. No catalyst specified. (5) The product is [Br:12][C:9]1[CH:10]=[C:11]2[C:6](=[CH:7][CH:8]=1)[N:5]([C:13](=[O:15])[CH3:14])[C@@H:4]([CH2:16][CH3:17])[C@H:3]([CH3:18])[C@H:2]2[NH:1][C:20]1[N:25]=[CH:24][CH:23]=[CH:22][N:21]=1. The catalyst is CS(C)=O. The reactants are [NH2:1][C@H:2]1[C:11]2[C:6](=[CH:7][CH:8]=[C:9]([Br:12])[CH:10]=2)[N:5]([C:13](=[O:15])[CH3:14])[C@@H:4]([CH2:16][CH3:17])[C@@H:3]1[CH3:18].F[C:20]1[N:25]=[CH:24][CH:23]=[CH:22][N:21]=1.CCN(C(C)C)C(C)C. The yield is 0.860.